This data is from Forward reaction prediction with 1.9M reactions from USPTO patents (1976-2016). The task is: Predict the product of the given reaction. (1) The product is: [CH2:1]([O:32][C:31]([C:30]1[C:29]([CH:28]([O:27][CH2:25][CH3:26])[O:34][CH2:35][CH3:36])=[N:14][N:15]2[C:16]([O:23][CH3:24])=[CH:17][CH:18]=[C:19]([CH2:21][OH:22])[C:20]=12)=[O:33])[CH3:2]. Given the reactants [CH3:1][C:2]1C=C(C)C=C(C)C=1S([O-])(=O)=O.[NH2:14][N+:15]1[CH:20]=[C:19]([CH2:21][OH:22])[CH:18]=[CH:17][C:16]=1[O:23][CH3:24].[CH2:25]([O:27][CH:28]([O:34][CH2:35][CH3:36])[C:29]#[C:30][C:31]([OH:33])=[O:32])[CH3:26].C(=O)([O-])[O-].[K+].[K+], predict the reaction product. (2) Given the reactants [C:1](OCC)(=O)CC([O-])=O.[Cl-].[Al+3].[Cl-].[Cl-].S(Cl)(Cl)=O.[N+:18]([C:21]1[CH:26]=[CH:25][C:24]([CH2:27][C:28]([OH:30])=O)=[CH:23][CH:22]=1)([O-:20])=[O:19], predict the reaction product. The product is: [N+:18]([C:21]1[CH:22]=[CH:23][C:24]([CH2:27][C:28](=[O:30])[CH3:1])=[CH:25][CH:26]=1)([O-:20])=[O:19]. (3) Given the reactants [C:1]([C:3]([C:19]#[N:20])=[C:4]([OH:18])[C:5]1[CH:10]=[CH:9][C:8]([O:11][C:12]2[CH:17]=[CH:16][CH:15]=[CH:14][CH:13]=2)=[CH:7][CH:6]=1)#[N:2].[CH:21](N(C(C)C)CC)(C)C.C[Si](C=[N+]=[N-])(C)C, predict the reaction product. The product is: [C:1]([C:3]([C:19]#[N:20])=[C:4]([O:18][CH3:21])[C:5]1[CH:10]=[CH:9][C:8]([O:11][C:12]2[CH:13]=[CH:14][CH:15]=[CH:16][CH:17]=2)=[CH:7][CH:6]=1)#[N:2]. (4) Given the reactants [OH:1][CH2:2][CH2:3][CH2:4][C:5]1[C:14]2[O:13][CH2:12][C:11](=[O:15])[NH:10][C:9]=2[CH:8]=[CH:7][CH:6]=1.N1C=CN=C1.[Si:21](Cl)([C:24]([CH3:27])([CH3:26])[CH3:25])([CH3:23])[CH3:22], predict the reaction product. The product is: [Si:21]([O:1][CH2:2][CH2:3][CH2:4][C:5]1[C:14]2[O:13][CH2:12][C:11](=[O:15])[NH:10][C:9]=2[CH:8]=[CH:7][CH:6]=1)([C:24]([CH3:27])([CH3:26])[CH3:25])([CH3:23])[CH3:22]. (5) Given the reactants [CH2:3]([C:3]1([CH2:4][OH:5])[CH2:6][O:5][CH2:4]1)[CH3:6].[CH3:9][C:10]([C:12]1[CH:17]=[CH:16][CH:15]=[C:14](C([N:21]=[C:22]=[O:23])(C)C)[CH:13]=1)=C, predict the reaction product. The product is: [CH2:9]([CH:4]1[CH2:3][CH2:6][O:5]1)[CH3:10].[C:22](=[O:23])([OH:5])[NH2:21].[CH2:9]=[CH:10][C:12]1[CH:17]=[CH:16][CH:15]=[CH:14][CH:13]=1. (6) Given the reactants [N+:1]([C:4]1[CH:5]=[C:6]([CH:10]=[C:11]2[CH2:16][CH2:15][CH:14]([NH:17][C:18]([C:20]3[CH:21]=[N:22][CH:23]=[CH:24][CH:25]=3)=[O:19])[CH2:13][CH2:12]2)[CH:7]=[CH:8][CH:9]=1)([O-])=O, predict the reaction product. The product is: [NH2:1][C:4]1[CH:5]=[C:6]([CH:10]=[C:11]2[CH2:16][CH2:15][CH:14]([NH:17][C:18]([C:20]3[CH:21]=[N:22][CH:23]=[CH:24][CH:25]=3)=[O:19])[CH2:13][CH2:12]2)[CH:7]=[CH:8][CH:9]=1. (7) The product is: [CH:1]1([C:4]2[O:8][N:7]=[C:6]([C:9]3[CH:14]=[CH:13][CH:12]=[CH:11][C:10]=3[O:15][C:16]([F:19])([F:17])[F:18])[C:5]=2[CH2:20][O:21][CH:22]2[CH2:28][CH:27]3[N:29]([C:30]4[S:31][C:32]5[CH:38]=[C:37]([C:39]([OH:41])=[O:40])[CH:36]=[C:35]([F:43])[C:33]=5[N:34]=4)[CH:24]([CH2:25][CH2:26]3)[CH2:23]2)[CH2:3][CH2:2]1. Given the reactants [CH:1]1([C:4]2[O:8][N:7]=[C:6]([C:9]3[CH:14]=[CH:13][CH:12]=[CH:11][C:10]=3[O:15][C:16]([F:19])([F:18])[F:17])[C:5]=2[CH2:20][O:21][CH:22]2[CH2:28][CH:27]3[N:29]([C:30]4[S:31][C:32]5[CH:38]=[C:37]([C:39]([O:41]C)=[O:40])[CH:36]=[C:35]([F:43])[C:33]=5[N:34]=4)[CH:24]([CH2:25][CH2:26]3)[CH2:23]2)[CH2:3][CH2:2]1.CO.[OH-].[K+], predict the reaction product.